From a dataset of NCI-60 drug combinations with 297,098 pairs across 59 cell lines. Regression. Given two drug SMILES strings and cell line genomic features, predict the synergy score measuring deviation from expected non-interaction effect. (1) Drug 1: C1=CC(=CC=C1C#N)C(C2=CC=C(C=C2)C#N)N3C=NC=N3. Drug 2: CC1C(C(CC(O1)OC2CC(CC3=C2C(=C4C(=C3O)C(=O)C5=C(C4=O)C(=CC=C5)OC)O)(C(=O)CO)O)N)O.Cl. Cell line: OVCAR-8. Synergy scores: CSS=23.9, Synergy_ZIP=-3.78, Synergy_Bliss=-3.95, Synergy_Loewe=-8.70, Synergy_HSA=-2.23. (2) Drug 1: C1=CC(=CC=C1C#N)C(C2=CC=C(C=C2)C#N)N3C=NC=N3. Drug 2: CCC1(C2=C(COC1=O)C(=O)N3CC4=CC5=C(C=CC(=C5CN(C)C)O)N=C4C3=C2)O.Cl. Cell line: OVCAR3. Synergy scores: CSS=14.0, Synergy_ZIP=-1.13, Synergy_Bliss=5.19, Synergy_Loewe=-13.1, Synergy_HSA=0.0565. (3) Drug 1: C1=CC(=CC=C1C#N)C(C2=CC=C(C=C2)C#N)N3C=NC=N3. Drug 2: CC1C(C(CC(O1)OC2CC(CC3=C2C(=C4C(=C3O)C(=O)C5=C(C4=O)C(=CC=C5)OC)O)(C(=O)CO)O)N)O.Cl. Cell line: A549. Synergy scores: CSS=30.7, Synergy_ZIP=0.118, Synergy_Bliss=0.992, Synergy_Loewe=-11.1, Synergy_HSA=2.20. (4) Drug 1: CN(C)C1=NC(=NC(=N1)N(C)C)N(C)C. Drug 2: CNC(=O)C1=NC=CC(=C1)OC2=CC=C(C=C2)NC(=O)NC3=CC(=C(C=C3)Cl)C(F)(F)F. Cell line: U251. Synergy scores: CSS=4.10, Synergy_ZIP=0.624, Synergy_Bliss=-1.91, Synergy_Loewe=-35.2, Synergy_HSA=-4.06.